Dataset: Reaction yield outcomes from USPTO patents with 853,638 reactions. Task: Predict the reaction yield, written as a fraction of the theoretical maximum amount of product (1.0 means a 100% yield; for example, 0.34 means a 34% yield). (1) The reactants are [Cl-].[CH:2]1([NH:5][C:6]([C:8]2([NH2+:11][CH3:12])[CH2:10][CH2:9]2)=[O:7])[CH2:4][CH2:3]1.[CH3:13][N:14]1[C:26]2[CH2:25][CH2:24][CH:23]([CH:27]3[CH2:32][CH2:31][O:30][CH2:29][CH2:28]3)[CH2:22][C:21]=2[C:20]2[C:15]1=[CH:16][CH:17]=[C:18]([C:33](O)=[O:34])[CH:19]=2.CCN(C(C)C)C(C)C.CN(C(ON1N=NC2C=CC=NC1=2)=[N+](C)C)C.F[P-](F)(F)(F)(F)F. The catalyst is CN(C=O)C. The product is [CH:2]1([NH:5][C:6]([C:8]2([N:11]([CH3:12])[C:33]([C:18]3[CH:17]=[C:16]4[C:15](=[CH:20][CH:19]=3)[N:14]([CH3:13])[C:26]3[CH2:21][CH2:22][CH:23]([CH:27]5[CH2:32][CH2:31][O:30][CH2:29][CH2:28]5)[CH2:24][C:25]4=3)=[O:34])[CH2:9][CH2:10]2)=[O:7])[CH2:4][CH2:3]1. The yield is 0.0300. (2) The reactants are COC(=O)CCC(C)=[CH:7][CH2:8][C:9]1[C:10]([O:22][CH2:23][CH2:24][Si:25]([CH3:28])([CH3:27])[CH3:26])=[C:11]2[C:15](=[C:16]([CH3:20])[C:17]=1[O:18][CH3:19])[CH2:14][O:13][C:12]2=[O:21].N1C=CC=CC=1.NC(N)=S.C[OH:42]. The catalyst is C(Cl)Cl. The product is [CH3:19][O:18][C:17]1[C:16]([CH3:20])=[C:15]2[C:11]([C:12](=[O:21])[O:13][CH2:14]2)=[C:10]([O:22][CH2:23][CH2:24][Si:25]([CH3:27])([CH3:26])[CH3:28])[C:9]=1[CH2:8][CH:7]=[O:42]. The yield is 0.750. (3) The reactants are Cl[Si:2]([CH3:5])([CH3:4])[CH3:3].[OH:6][CH2:7][C@@H:8]1[CH2:13][N:12]2[N:14]=[C:15]([CH2:17][O:18][C:19]3[CH:24]=[CH:23][CH:22]=[CH:21][CH:20]=3)[CH:16]=[C:11]2[C:10](=[O:25])[NH:9]1.Cl. The catalyst is C(#N)C. The product is [O:18]([CH2:17][C:15]1[CH:16]=[C:11]2[C:10](=[O:25])[NH:9][C@H:8]([CH2:7][O:6][Si:2]([CH3:5])([CH3:4])[CH3:3])[CH2:13][N:12]2[N:14]=1)[C:19]1[CH:20]=[CH:21][CH:22]=[CH:23][CH:24]=1. The yield is 0.900. (4) The reactants are [BH4-].[Na+].[CH2:3]([N:10]([CH2:24][C:25]1[CH:30]=[CH:29][CH:28]=[CH:27][CH:26]=1)[C:11]1[CH:16]=[CH:15][C:14]([CH:17]2[CH2:22][CH2:21][C:20](=[O:23])[CH2:19][CH2:18]2)=[CH:13][CH:12]=1)[C:4]1[CH:9]=[CH:8][CH:7]=[CH:6][CH:5]=1.C(O)(=O)C. The catalyst is CCO.C(#N)C. The product is [CH2:24]([N:10]([CH2:3][C:4]1[CH:9]=[CH:8][CH:7]=[CH:6][CH:5]=1)[C:11]1[CH:16]=[CH:15][C:14]([C@H:17]2[CH2:18][CH2:19][C@H:20]([OH:23])[CH2:21][CH2:22]2)=[CH:13][CH:12]=1)[C:25]1[CH:26]=[CH:27][CH:28]=[CH:29][CH:30]=1. The yield is 0.790.